This data is from Reaction yield outcomes from USPTO patents with 853,638 reactions. The task is: Predict the reaction yield, written as a fraction of the theoretical maximum amount of product (1.0 means a 100% yield; for example, 0.34 means a 34% yield). The reactants are [CH2:1]([N:4]1[C:12]([C:13]2[S:14][CH:15]=[CH:16][CH:17]=2)=[N:11][C:10]2[C:9](=[O:18])[NH:8][CH:7]=[N:6][C:5]1=2)[CH:2]=[CH2:3].[CH2:19](I)[CH2:20][CH3:21].C([O-])([O-])=O.[Cs+].[Cs+]. The catalyst is CN(C=O)C.O. The product is [CH2:1]([N:4]1[C:12]([C:13]2[S:14][CH:15]=[CH:16][CH:17]=2)=[N:11][C:10]2[C:9](=[O:18])[N:8]([CH2:19][CH2:20][CH3:21])[CH:7]=[N:6][C:5]1=2)[CH:2]=[CH2:3]. The yield is 0.860.